From a dataset of Reaction yield outcomes from USPTO patents with 853,638 reactions. Predict the reaction yield, written as a fraction of the theoretical maximum amount of product (1.0 means a 100% yield; for example, 0.34 means a 34% yield). (1) The reactants are [CH3:1][O:2][C:3]([C@:5]1([NH:15][S:16]([C:19]2[S:23][C:22]([NH2:24])=[N:21][CH:20]=2)(=[O:18])=[O:17])[CH2:7][C@:6]1([CH3:14])[C:8]1[CH:13]=[CH:12][CH:11]=[CH:10][CH:9]=1)=[O:4].[Br:25][CH2:26][C:27]([CH2:29]Br)=O. The catalyst is C(OCC)(=O)C. The product is [CH3:1][O:2][C:3]([C@:5]1([NH:15][S:16]([C:19]2[S:23][C:22]3=[N:24][C:27]([CH2:26][Br:25])=[CH:29][N:21]3[CH:20]=2)(=[O:18])=[O:17])[CH2:7][C@:6]1([CH3:14])[C:8]1[CH:9]=[CH:10][CH:11]=[CH:12][CH:13]=1)=[O:4]. The yield is 0.240. (2) The reactants are [Cl:1][C:2]1[C:7]([CH:8]([OH:10])[CH3:9])=[CH:6][CH:5]=[CH:4][N:3]=1.C(O)(C)C.C([O-])(O)=O.[Na+]. The catalyst is CC(C)=O.[O-2].[Cr+6].[O-2].[O-2]. The product is [Cl:1][C:2]1[C:7]([C:8](=[O:10])[CH3:9])=[CH:6][CH:5]=[CH:4][N:3]=1. The yield is 0.770. (3) The reactants are [CH2:1]([O:3][C:4]([C:6]1[CH:7]=[N:8][N:9]([CH2:11][C:12]2[S:13][CH:14]=[C:15]([C:17]([OH:19])=O)[N:16]=2)[CH:10]=1)=[O:5])[CH3:2].[NH4+].O[N:22]1C2C=CC=CC=2N=N1.C(=O)([O-])O.[Na+]. The yield is 0.520. The catalyst is CN(C)C=O. The product is [C:17]([C:15]1[N:16]=[C:12]([CH2:11][N:9]2[CH:10]=[C:6]([C:4]([O:3][CH2:1][CH3:2])=[O:5])[CH:7]=[N:8]2)[S:13][CH:14]=1)(=[O:19])[NH2:22]. (4) The reactants are C(=O)([O-])[O-].[K+].[K+].[C:7]([N:14]1[CH2:19][CH2:18][NH:17][CH2:16][CH2:15]1)([O:9][C:10]([CH3:13])([CH3:12])[CH3:11])=[O:8].Br[CH2:21][C:22]([O:24][CH3:25])=[O:23]. The catalyst is C(#N)C. The product is [CH3:25][O:24][C:22](=[O:23])[CH2:21][N:17]1[CH2:16][CH2:15][N:14]([C:7]([O:9][C:10]([CH3:13])([CH3:12])[CH3:11])=[O:8])[CH2:19][CH2:18]1. The yield is 0.600. (5) The reactants are [Cl:1][C:2]1[CH:10]=[CH:9][C:5]([C:6]([OH:8])=[O:7])=[C:4]([CH3:11])[CH:3]=1.OS(O)(=O)=O.[CH3:17]O. No catalyst specified. The product is [Cl:1][C:2]1[CH:10]=[CH:9][C:5]([C:6]([O:8][CH3:17])=[O:7])=[C:4]([CH3:11])[CH:3]=1. The yield is 0.920. (6) The reactants are C([O-])([O-])=O.[K+].[K+].[I:7][C:8]1[CH:9]=[C:10]([OH:18])[C:11](=[CH:16][CH:17]=1)[C:12]([O:14][CH3:15])=[O:13].[CH2:19](Br)[C:20]1[CH:25]=[CH:24][CH:23]=[CH:22][CH:21]=1. The catalyst is CC#N. The product is [CH2:19]([O:18][C:10]1[CH:9]=[C:8]([I:7])[CH:17]=[CH:16][C:11]=1[C:12]([O:14][CH3:15])=[O:13])[C:20]1[CH:25]=[CH:24][CH:23]=[CH:22][CH:21]=1. The yield is 0.990. (7) The reactants are [H-].[Na+].[CH3:3][C:4]1[C:5]([C:9]([O:11]C)=[O:10])=[CH:6][NH:7][CH:8]=1.I[CH2:14][CH3:15].[OH-].[Na+]. The catalyst is C(O)C.CN(C)C=O. The product is [CH2:14]([N:7]1[CH:8]=[C:4]([CH3:3])[C:5]([C:9]([OH:11])=[O:10])=[CH:6]1)[CH3:15]. The yield is 0.730. (8) The reactants are C([O:3][C:4]([C:6]1([CH2:12][CH:13]([CH2:16][CH3:17])[CH2:14][CH3:15])[CH2:11][CH2:10][CH2:9][CH2:8][CH2:7]1)=[O:5])C.CC([O-])(C)C.[K+].O.OS(O)(=O)=O. The catalyst is C1COCC1. The product is [CH2:16]([CH:13]([CH2:14][CH3:15])[CH2:12][C:6]1([C:4]([OH:5])=[O:3])[CH2:7][CH2:8][CH2:9][CH2:10][CH2:11]1)[CH3:17]. The yield is 0.990. (9) The reactants are [CH:1]1[C:10]2[C:5](=[CH:6][CH:7]=[CH:8][CH:9]=2)[CH:4]=[CH:3][C:2]=1[C:11]([OH:13])=O.C1(C)C=CC=C(C)C=1.S(Cl)([Cl:24])=O. The catalyst is CCOC(C)=O.C(Cl)Cl. The product is [CH:1]1[C:10]2[C:5](=[CH:6][CH:7]=[CH:8][CH:9]=2)[CH:4]=[CH:3][C:2]=1[C:11]([Cl:24])=[O:13]. The yield is 1.00.